This data is from TCR-epitope binding with 47,182 pairs between 192 epitopes and 23,139 TCRs. The task is: Binary Classification. Given a T-cell receptor sequence (or CDR3 region) and an epitope sequence, predict whether binding occurs between them. (1) The TCR CDR3 sequence is CASSPRGLNTEAFF. Result: 1 (the TCR binds to the epitope). The epitope is VLAWLYAAV. (2) The epitope is SFHSLHLLF. The TCR CDR3 sequence is CASSLRLAGGTDTQYF. Result: 0 (the TCR does not bind to the epitope). (3) The epitope is PKYVKQNTLKLAT. The TCR CDR3 sequence is CATSRGWDRADTEAFF. Result: 1 (the TCR binds to the epitope).